This data is from Reaction yield outcomes from USPTO patents with 853,638 reactions. The task is: Predict the reaction yield, written as a fraction of the theoretical maximum amount of product (1.0 means a 100% yield; for example, 0.34 means a 34% yield). (1) The reactants are [C:1]1([CH3:10])[C:2]([C:7](Cl)=[O:8])=[CH:3][CH:4]=[CH:5][CH:6]=1.C(N(CC)CC)C.[C:18]([NH2:22])([CH3:21])([CH3:20])[CH3:19]. The catalyst is C(Cl)Cl.O. The product is [C:18]([NH:22][C:7](=[O:8])[C:2]1[CH:3]=[CH:4][CH:5]=[CH:6][C:1]=1[CH3:10])([CH3:21])([CH3:20])[CH3:19]. The yield is 0.970. (2) The reactants are [N:1]1([CH2:11][CH2:12][C:13]([OH:15])=O)[C:10]2[C:5](=[CH:6][CH:7]=[CH:8][CH:9]=2)[CH2:4][CH2:3][CH2:2]1.F[B-](F)(F)F.C1(=O)N(OC(N(C)C)=[N+](C)C)C(=O)CC1.C(N(CC)C(C)C)(C)C.[CH3:45][N:46]([CH3:50])[CH2:47][CH2:48][NH2:49]. The catalyst is CN(C=O)C.[Cl-].[Na+].O. The product is [N:1]1([CH2:11][CH2:12][C:13]([NH:49][CH2:48][CH2:47][N:46]([CH3:50])[CH3:45])=[O:15])[C:10]2[C:5](=[CH:6][CH:7]=[CH:8][CH:9]=2)[CH2:4][CH2:3][CH2:2]1. The yield is 0.550. (3) The reactants are Br[C:2]1[CH:3]=[C:4]2[C:8](=[CH:9][CH:10]=1)[C:7](=[O:11])[N:6]([CH2:12][CH2:13][OH:14])[CH2:5]2.[Na+].[I-:16].CN[C@@H]1CCCC[C@H]1NC.N. The catalyst is [Cu]I.O.O1CCOCC1. The product is [OH:14][CH2:13][CH2:12][N:6]1[CH2:5][C:4]2[C:8](=[CH:9][CH:10]=[C:2]([I:16])[CH:3]=2)[C:7]1=[O:11]. The yield is 0.700. (4) The reactants are Cl[C:2]1[N:7]=[C:6]([N:8]2[CH2:13][CH2:12][O:11][CH2:10][CH2:9]2)[N:5]=[C:4]([N:14]2[CH2:19][CH2:18][O:17][CH2:16][CH2:15]2)[CH:3]=1.C([O-])([O-])=O.[K+].[K+].O.C([NH:30][C:31]1[N:36]=[CH:35][C:34](B(O)O)=[C:33]([C:40]([F:43])([F:42])[F:41])[CH:32]=1)(=O)C. The catalyst is COCCOC. The product is [N:8]1([C:6]2[N:7]=[C:2]([C:34]3[C:33]([C:40]([F:43])([F:42])[F:41])=[CH:32][C:31]([NH2:30])=[N:36][CH:35]=3)[CH:3]=[C:4]([N:14]3[CH2:19][CH2:18][O:17][CH2:16][CH2:15]3)[N:5]=2)[CH2:13][CH2:12][O:11][CH2:10][CH2:9]1. The yield is 0.849. (5) The reactants are [CH2:1]([O:8][C:9]1[CH:14]=[CH:13][CH:12]=[CH:11][C:10]=1[NH:15][C:16](=[O:34])[NH:17][C:18]1[CH:23]=[CH:22][C:21]([CH2:24][C:25]([O:27]C(C)(C)C)=[O:26])=[CH:20][C:19]=1[O:32][CH3:33])[C:2]1[CH:7]=[CH:6][CH:5]=[CH:4][CH:3]=1.C(O)(C(F)(F)F)=O. The catalyst is C(Cl)Cl. The product is [CH2:1]([O:8][C:9]1[CH:14]=[CH:13][CH:12]=[CH:11][C:10]=1[NH:15][C:16](=[O:34])[NH:17][C:18]1[CH:23]=[CH:22][C:21]([CH2:24][C:25]([OH:27])=[O:26])=[CH:20][C:19]=1[O:32][CH3:33])[C:2]1[CH:7]=[CH:6][CH:5]=[CH:4][CH:3]=1. The yield is 0.770.